From a dataset of Forward reaction prediction with 1.9M reactions from USPTO patents (1976-2016). Predict the product of the given reaction. The product is: [C:24]([C:21]1[CH:20]=[N:19][C:18]([N:13]2[CH2:14][C@H:15]([O:16][CH3:17])[C@H:11]([NH:10][C:9]3[C:4]4[N:5]([CH:29]=[C:2]([C:39]5[CH:38]=[CH:37][C:36]([C:34](=[O:35])[NH:33][CH:30]6[CH2:32][CH2:31]6)=[CH:41][CH:40]=5)[CH:3]=4)[N:6]=[CH:7][C:8]=3[C:26]([NH2:28])=[O:27])[CH2:12]2)=[N:23][CH:22]=1)#[N:25]. Given the reactants Br[C:2]1[CH:3]=[C:4]2[C:9]([NH:10][C@H:11]3[C@@H:15]([O:16][CH3:17])[CH2:14][N:13]([C:18]4[N:23]=[CH:22][C:21]([C:24]#[N:25])=[CH:20][N:19]=4)[CH2:12]3)=[C:8]([C:26]([NH2:28])=[O:27])[CH:7]=[N:6][N:5]2[CH:29]=1.[CH:30]1([NH:33][C:34]([C:36]2[CH:41]=[CH:40][C:39](B(O)O)=[CH:38][CH:37]=2)=[O:35])[CH2:32][CH2:31]1.P([O-])([O-])([O-])=O.[K+].[K+].[K+], predict the reaction product.